Task: Predict the reaction yield, written as a fraction of the theoretical maximum amount of product (1.0 means a 100% yield; for example, 0.34 means a 34% yield).. Dataset: Reaction yield outcomes from USPTO patents with 853,638 reactions (1) The reactants are [C:1]1([S:7]([N:10]2[CH2:15][CH2:14][NH:13][C:12]3[N:16]=[CH:17][C:18](I)=[CH:19][C:11]2=3)(=[O:9])=[O:8])[CH:6]=[CH:5][CH:4]=[CH:3][CH:2]=1.[CH3:21][N:22]1[CH2:27][CH2:26][N:25]([C:28]2[CH:33]=[CH:32][C:31](B3OC(C)(C)C(C)(C)O3)=[CH:30][N:29]=2)[CH2:24][CH2:23]1. No catalyst specified. The product is [C:1]1([S:7]([N:10]2[CH2:15][CH2:14][NH:13][C:12]3[N:16]=[CH:17][C:18]([C:31]4[CH:30]=[N:29][C:28]([N:25]5[CH2:24][CH2:23][N:22]([CH3:21])[CH2:27][CH2:26]5)=[CH:33][CH:32]=4)=[CH:19][C:11]2=3)(=[O:9])=[O:8])[CH:6]=[CH:5][CH:4]=[CH:3][CH:2]=1. The yield is 0.720. (2) The product is [F:23][C:3]1[C:2]2[B:29]([OH:30])[O:16][CH2:15][C:14]=2[CH:13]=[C:5]([OH:6])[CH:4]=1. The yield is 0.900. The catalyst is O. The reactants are Br[C:2]1[C:14]([CH2:15][O:16]C2CCCCO2)=[CH:13][C:5]([O:6]C2CCCCO2)=[CH:4][C:3]=1[F:23].C([Li])CCC.[B:29](OC(C)C)(OC(C)C)[O:30]C(C)C.Cl. (3) The reactants are [N+:1]([C:4]1[CH:9]=[CH:8][C:7]([SH:10])=[CH:6][CH:5]=1)([O-:3])=[O:2].[F:11][C:12]1[CH:13]=[C:14]([CH:17]=[CH:18][CH:19]=1)[CH2:15]Br. No catalyst specified. The product is [F:11][C:12]1[CH:19]=[CH:18][CH:17]=[C:14]([CH2:15][S:10][C:7]2[CH:8]=[CH:9][C:4]([N+:1]([O-:3])=[O:2])=[CH:5][CH:6]=2)[CH:13]=1. The yield is 0.540. (4) The yield is 0.940. The catalyst is O1CCCC1.C1(C)C=CC=CC=1. The reactants are [CH:1]1([CH2:4][O:5][C:6]2[CH:11]=[C:10]([O:12][CH2:13][CH2:14][O:15][CH3:16])[CH:9]=[CH:8][C:7]=2[CH2:17][CH2:18][C:19](OCC)=[O:20])[CH2:3][CH2:2]1.[H-].C([Al+]CC(C)C)C(C)C.O.O.O.O.O.O.O.O.O.O.S([O-])([O-])(=O)=O.[Na+].[Na+].C(OCC)C. The product is [CH:1]1([CH2:4][O:5][C:6]2[CH:11]=[C:10]([O:12][CH2:13][CH2:14][O:15][CH3:16])[CH:9]=[CH:8][C:7]=2[CH2:17][CH2:18][CH2:19][OH:20])[CH2:2][CH2:3]1. (5) The reactants are Br[C:2]1[N:7]=[CH:6][C:5]2[N:8]=[CH:9][N:10]([CH:11]([CH3:13])[CH3:12])[C:4]=2[CH:3]=1.[Cl:14][C:15]1[N:20]=[C:19]([NH2:21])[CH:18]=[CH:17][N:16]=1.CC1(C)C2C(=C(P(C3C=CC=CC=3)C3C=CC=CC=3)C=CC=2)OC2C(P(C3C=CC=CC=3)C3C=CC=CC=3)=CC=CC1=2.C([O-])([O-])=O.[Cs+].[Cs+]. The catalyst is O1CCOCC1.C1C=CC(/C=C/C(/C=C/C2C=CC=CC=2)=O)=CC=1.C1C=CC(/C=C/C(/C=C/C2C=CC=CC=2)=O)=CC=1.C1C=CC(/C=C/C(/C=C/C2C=CC=CC=2)=O)=CC=1.[Pd].[Pd]. The product is [Cl:14][C:15]1[N:20]=[C:19]([NH:21][C:2]2[N:7]=[CH:6][C:5]3[N:8]=[CH:9][N:10]([CH:11]([CH3:13])[CH3:12])[C:4]=3[CH:3]=2)[CH:18]=[CH:17][N:16]=1. The yield is 0.480. (6) The reactants are C([Si](C)(C)[O:6][CH2:7][CH2:8][N:9]([CH3:36])[C:10]1[CH:17]=[CH:16][C:13]([C:14]#[N:15])=[C:12]([O:18][C:19]2[CH:24]=[CH:23][C:22]([B:25]3[O:29][C:28](C)(C)C(C)(C)[O:26]3)=[C:21](C=O)[CH:20]=2)[N:11]=1)(C)(C)C.[BH4-].[Na+].Cl. The catalyst is CO. The product is [OH:26][B:25]1[C:22]2[CH:23]=[CH:24][C:19]([O:18][C:12]3[N:11]=[C:10]([N:9]([CH2:8][CH2:7][OH:6])[CH3:36])[CH:17]=[CH:16][C:13]=3[C:14]#[N:15])=[CH:20][C:21]=2[CH2:28][O:29]1. The yield is 0.138. (7) The yield is 0.620. The catalyst is C1COCC1. The product is [CH3:38][O:39][C:40]1[CH:49]=[C:48]([O:50][CH3:51])[CH:47]=[C:46]2[C:41]=1[C:42](=[O:64])[NH:43][C:44]([C:52]1[CH:57]=[CH:56][C:55]([N:58]3[CH2:59][CH2:60][NH:61][CH2:62][CH:63]3[C:7](=[O:8])[C:12]3[CH:11]=[CH:10][N:16]=[CH:14][CH:13]=3)=[CH:54][CH:53]=1)=[N:45]2. The reactants are N1C=CC=CC=1[C:7](O)=[O:8].[CH:10]1[CH:11]=[CH:12][C:13]2N(O)N=[N:16][C:14]=2C=1.CCN=C=NCCCN(C)C.CCN(CC)CC.[CH3:38][O:39][C:40]1[CH:49]=[C:48]([O:50][CH3:51])[CH:47]=[C:46]2[C:41]=1[C:42](=[O:64])[NH:43][C:44]([C:52]1[CH:57]=[CH:56][C:55]([N:58]3[CH2:63][CH2:62][NH:61][CH2:60][CH2:59]3)=[CH:54][CH:53]=1)=[N:45]2.